From a dataset of Catalyst prediction with 721,799 reactions and 888 catalyst types from USPTO. Predict which catalyst facilitates the given reaction. (1) Reactant: C([O:5][C:6]([CH2:8][N:9]1[C:16](=[O:17])[CH2:15][CH2:14][N:13]([CH2:18][C:19]([O:21]C(C)(C)C)=[O:20])[C:12](=[O:26])[CH2:11][CH2:10]1)=[O:7])(C)(C)C.FC(F)(F)C(O)=O. Product: [C:19]([CH2:18][N:13]1[C:12](=[O:26])[CH2:11][CH2:10][N:9]([CH2:8][C:6]([OH:7])=[O:5])[C:16](=[O:17])[CH2:15][CH2:14]1)([OH:21])=[O:20]. The catalyst class is: 4. (2) Product: [CH3:1][N:2]1[CH:6]=[C:5]([C:7]2[C:15]3[C:10](=[N:11][CH:12]=[C:13]([OH:35])[CH:14]=3)[N:9]([CH2:25][O:26][CH2:27][CH2:28][Si:29]([CH3:31])([CH3:30])[CH3:32])[CH:8]=2)[CH:4]=[N:3]1. The catalyst class is: 6. Reactant: [CH3:1][N:2]1[CH:6]=[C:5]([C:7]2[C:15]3[C:10](=[N:11][CH:12]=[C:13](B4OC(C)(C)C(C)(C)O4)[CH:14]=3)[N:9]([CH2:25][O:26][CH2:27][CH2:28][Si:29]([CH3:32])([CH3:31])[CH3:30])[CH:8]=2)[CH:4]=[N:3]1.C(O)(=[O:35])C.OO.